This data is from Forward reaction prediction with 1.9M reactions from USPTO patents (1976-2016). The task is: Predict the product of the given reaction. Given the reactants [CH3:1][O-].[Na+].[OH:4][C@@H:5]1[C@@H:10]([C:11]2[CH:16]=[CH:15][C:14]([S:17][CH2:18][CH2:19][C@@H:20]([CH3:33])[CH2:21][O:22]S(C3C=CC(C)=CC=3)(=O)=O)=[CH:13][CH:12]=2)[C@H:9]([O:34][Si:35]([CH:42]([CH3:44])[CH3:43])([CH:39]([CH3:41])[CH3:40])[CH:36]([CH3:38])[CH3:37])[CH2:8][N:7]([C:45]([O:47][CH2:48]C2C=CC=CC=2)=[O:46])[CH2:6]1, predict the reaction product. The product is: [OH:4][C@@H:5]1[C@@H:10]([C:11]2[CH:12]=[CH:13][C:14]([S:17][CH2:18][CH2:19][C@@H:20]([CH3:33])[CH2:21][O:22][CH3:1])=[CH:15][CH:16]=2)[C@H:9]([O:34][Si:35]([CH:39]([CH3:40])[CH3:41])([CH:42]([CH3:43])[CH3:44])[CH:36]([CH3:38])[CH3:37])[CH2:8][N:7]([C:45]([O:47][CH3:48])=[O:46])[CH2:6]1.